The task is: Predict the reaction yield, written as a fraction of the theoretical maximum amount of product (1.0 means a 100% yield; for example, 0.34 means a 34% yield).. This data is from Reaction yield outcomes from USPTO patents with 853,638 reactions. (1) The reactants are Br[C:2]1[CH:3]=[CH:4][C:5]2[S:21][C:8]3[CH2:9][CH2:10][N:11]([C:14]([O:16][C:17]([CH3:20])([CH3:19])[CH3:18])=[O:15])[CH2:12][CH2:13][C:7]=3[C:6]=2[CH:22]=1.[CH2:23]([O:30][C:31]1[CH:36]=[CH:35][NH:34][C:33](=[O:37])[CH:32]=1)[C:24]1[CH:29]=[CH:28][CH:27]=[CH:26][CH:25]=1. No catalyst specified. The product is [CH2:23]([O:30][C:31]1[CH:36]=[CH:35][N:34]([C:2]2[CH:3]=[CH:4][C:5]3[S:21][C:8]4[CH2:9][CH2:10][N:11]([C:14]([O:16][C:17]([CH3:20])([CH3:19])[CH3:18])=[O:15])[CH2:12][CH2:13][C:7]=4[C:6]=3[CH:22]=2)[C:33](=[O:37])[CH:32]=1)[C:24]1[CH:25]=[CH:26][CH:27]=[CH:28][CH:29]=1. The yield is 0.600. (2) The reactants are [CH3:1][C:2]1[CH:3]=[CH:4][C:5]([CH2:9][CH2:10][CH3:11])=[C:6]([CH:8]=1)[NH2:7].[C:12]([N:20]=[C:21]=[S:22])(=[O:19])[C:13]1[CH:18]=[CH:17][CH:16]=[CH:15][CH:14]=1. The catalyst is CC(C)=O. The product is [CH3:1][C:2]1[CH:3]=[CH:4][C:5]([CH2:9][CH2:10][CH3:11])=[C:6]([NH:7][C:21]([NH:20][C:12](=[O:19])[C:13]2[CH:14]=[CH:15][CH:16]=[CH:17][CH:18]=2)=[S:22])[CH:8]=1. The yield is 1.00.